Dataset: Full USPTO retrosynthesis dataset with 1.9M reactions from patents (1976-2016). Task: Predict the reactants needed to synthesize the given product. (1) Given the product [C:15]([N:9]1[CH2:10][CH2:11][CH2:12][C@@H:7]([CH2:6][C:5]2[CH:4]=[CH:3][C:2]([F:1])=[CH:14][CH:13]=2)[CH2:8]1)(=[O:19])/[CH:16]=[CH:17]/[CH3:18], predict the reactants needed to synthesize it. The reactants are: [F:1][C:2]1[CH:14]=[CH:13][C:5]([CH2:6][C@@H:7]2[CH2:12][CH2:11][CH2:10][NH:9][CH2:8]2)=[CH:4][CH:3]=1.[C:15](O)(=[O:19])/[CH:16]=[CH:17]/[CH3:18].F[P-](F)(F)(F)(F)F.N1(O[P+](N2CCCC2)(N2CCCC2)N2CCCC2)C2C=CC=CC=2N=N1.C(N(CC)CC)C. (2) Given the product [Cl:20][CH2:21][C:22]([C:15]1[C:9]2[C:10](=[N:11][CH:12]=[C:7]([C:1]3[CH:2]=[CH:3][CH:4]=[CH:5][CH:6]=3)[CH:8]=2)[NH:13][CH:14]=1)=[O:23], predict the reactants needed to synthesize it. The reactants are: [C:1]1([C:7]2[CH:8]=[C:9]3[CH:15]=[CH:14][NH:13][C:10]3=[N:11][CH:12]=2)[CH:6]=[CH:5][CH:4]=[CH:3][CH:2]=1.[Cl-].[Al+3].[Cl-].[Cl-].[Cl:20][CH2:21][C:22](Cl)=[O:23].